Dataset: Reaction yield outcomes from USPTO patents with 853,638 reactions. Task: Predict the reaction yield, written as a fraction of the theoretical maximum amount of product (1.0 means a 100% yield; for example, 0.34 means a 34% yield). The reactants are [CH3:1][O:2][C:3]1[CH:8]=[CH:7][C:6]([CH2:9][N:10]2[C:15](=[O:16])[CH:14]=[C:13](/[CH:17]=[CH:18]/[C:19]([O:21][CH2:22][CH2:23][CH2:24][CH3:25])=[O:20])[C:12]([O:26]CC3C=CC(OC)=CC=3)=[N:11]2)=[CH:5][CH:4]=1.O1CCOCC1. The catalyst is C(O)C.[Pd]. The product is [CH3:1][O:2][C:3]1[CH:8]=[CH:7][C:6]([CH2:9][N:10]2[C:15](=[O:16])[CH:14]=[C:13]([CH2:17][CH2:18][C:19]([O:21][CH2:22][CH2:23][CH2:24][CH3:25])=[O:20])[C:12](=[O:26])[NH:11]2)=[CH:5][CH:4]=1. The yield is 0.980.